This data is from CYP3A4 inhibition data for predicting drug metabolism from PubChem BioAssay. The task is: Regression/Classification. Given a drug SMILES string, predict its absorption, distribution, metabolism, or excretion properties. Task type varies by dataset: regression for continuous measurements (e.g., permeability, clearance, half-life) or binary classification for categorical outcomes (e.g., BBB penetration, CYP inhibition). Dataset: cyp3a4_veith. (1) The compound is Cc1noc(C)c1C(=O)N1CCC[C@@]2(CCN(C(c3ccccc3)c3ccccc3)C2)C1. The result is 1 (inhibitor). (2) The molecule is Cc1ccc(CNC(=O)[C@H](C)[C@@H]2C[C@@]2(C)[C@@H](NC(=O)OCc2ccccc2)c2ccccc2)c(F)c1F. The result is 1 (inhibitor).